Dataset: Reaction yield outcomes from USPTO patents with 853,638 reactions. Task: Predict the reaction yield, written as a fraction of the theoretical maximum amount of product (1.0 means a 100% yield; for example, 0.34 means a 34% yield). The reactants are Cl.[CH3:2][O:3][C:4]1[CH:5]=[C:6]2[C:11](=[C:12]([N:14]3[CH2:19][CH2:18][N:17]([CH3:20])[CH2:16][CH2:15]3)[CH:13]=1)[O:10][CH:9]([C:21](O)=[O:22])[CH2:8][CH2:7]2.C(N(CC)C(C)C)(C)C.CN(C(ON1N=NC2C=CC=CC1=2)=[N+](C)C)C.[B-](F)(F)(F)F.[NH2:55][C:56]1[CH:61]=[CH:60][C:59]([N:62]2[CH2:66][CH2:65][O:64][C:63]2=[O:67])=[CH:58][CH:57]=1. The catalyst is CN(C)C=O. The product is [CH3:2][O:3][C:4]1[CH:5]=[C:6]2[C:11](=[C:12]([N:14]3[CH2:15][CH2:16][N:17]([CH3:20])[CH2:18][CH2:19]3)[CH:13]=1)[O:10][CH:9]([C:21]([NH:55][C:56]1[CH:57]=[CH:58][C:59]([N:62]3[CH2:66][CH2:65][O:64][C:63]3=[O:67])=[CH:60][CH:61]=1)=[O:22])[CH2:8][CH2:7]2. The yield is 0.570.